Dataset: Reaction yield outcomes from USPTO patents with 853,638 reactions. Task: Predict the reaction yield, written as a fraction of the theoretical maximum amount of product (1.0 means a 100% yield; for example, 0.34 means a 34% yield). (1) The yield is 0.426. The reactants are [CH2:1]([N:3]([CH2:29][CH3:30])[CH2:4][CH2:5][N:6]1[CH2:11][CH2:10][C:9]2[NH:12][C:13]([CH:16]=[C:17]3[C:25]4[C:20](=[CH:21][CH:22]=[C:23]([F:26])[CH:24]=4)[NH:19][C:18]3=[O:27])=[C:14]([CH3:15])[C:8]=2[C:7]1=[O:28])[CH3:2].C([O-])(=O)C.[Pb+2].C([O-])(=O)C.[OH-].[Na+]. The catalyst is C(O)(=O)C. The product is [CH2:29]([N:3]([CH2:1][CH3:2])[CH2:4][CH2:5][N:6]1[CH:11]=[CH:10][C:9]2[NH:12][C:13]([CH:16]=[C:17]3[C:25]4[C:20](=[CH:21][CH:22]=[C:23]([F:26])[CH:24]=4)[NH:19][C:18]3=[O:27])=[C:14]([CH3:15])[C:8]=2[C:7]1=[O:28])[CH3:30]. (2) The reactants are [Br:1][C:2]1[CH:7]=[CH:6][C:5]([OH:8])=[CH:4][N:3]=1.[H-].[Na+].[CH:11]1(I)[CH2:15][CH2:14][CH2:13][CH2:12]1.O. The catalyst is CN(C=O)C. The product is [Br:1][C:2]1[CH:7]=[CH:6][C:5]([O:8][CH:11]2[CH2:15][CH2:14][CH2:13][CH2:12]2)=[CH:4][N:3]=1. The yield is 0.450. (3) The reactants are [CH3:1][O:2][C:3]1[CH:18]=[CH:17][C:6]([C:7]([O:9][CH2:10][C:11]2[CH:16]=[CH:15][CH:14]=[CH:13][CH:12]=2)=[O:8])=[CH:5][C:4]=1[NH:19][S:20]([CH3:23])(=[O:22])=[O:21].Cl.Cl[CH2:26][C:27]([N:29]1[CH2:34][CH2:33][N:32]([CH3:35])[CH2:31][CH2:30]1)=[O:28].C(=O)([O-])[O-].[K+].[K+]. The catalyst is CN(C=O)C.CCOC(C)=O. The product is [CH3:1][O:2][C:3]1[CH:18]=[CH:17][C:6]([C:7]([O:9][CH2:10][C:11]2[CH:16]=[CH:15][CH:14]=[CH:13][CH:12]=2)=[O:8])=[CH:5][C:4]=1[N:19]([CH2:26][C:27]([N:29]1[CH2:34][CH2:33][N:32]([CH3:35])[CH2:31][CH2:30]1)=[O:28])[S:20]([CH3:23])(=[O:22])=[O:21]. The yield is 0.790. (4) The reactants are [CH2:1]([CH:3]1[O:5][CH2:4]1)Cl.C([O-])([O-])=O.[K+].[K+].[C:12]([C:14]1[CH:19]=[CH:18][C:17]([OH:20])=[CH:16][CH:15]=1)#[N:13]. The catalyst is CC#N. The product is [O:5]1[CH2:4][CH:3]1[CH2:1][O:20][C:17]1[CH:18]=[CH:19][C:14]([C:12]#[N:13])=[CH:15][CH:16]=1. The yield is 0.750. (5) The reactants are [CH3:1][O:2][C:3]([NH:5][C@H:6]([C:10]([N:12]1[CH:16]([C:17]([O:19]CC)=[O:18])[CH2:15][C:14]2([CH2:26][CH2:25][O:24][CH2:23][CH2:22]2)[CH2:13]1)=[O:11])[CH:7]([CH3:9])[CH3:8])=[O:4].O.[OH-].[Li+].Cl. The catalyst is C1COCC1.O.CO. The product is [CH3:1][O:2][C:3]([NH:5][C@H:6]([C:10]([N:12]1[CH:16]([C:17]([OH:19])=[O:18])[CH2:15][C:14]2([CH2:26][CH2:25][O:24][CH2:23][CH2:22]2)[CH2:13]1)=[O:11])[CH:7]([CH3:9])[CH3:8])=[O:4]. The yield is 0.740. (6) The reactants are Br[C:2]1[N:7]=[C:6]([N:8]2[C:16]3[CH:15]=[C:14]([C:17]4[CH:22]=[N:21][CH:20]=[C:19]([CH3:23])[N:18]=4)[N:13]=[CH:12][C:11]=3[CH:10]=[N:9]2)[CH:5]=[CH:4][C:3]=1[O:24][CH3:25].[NH:26]1[CH2:31][CH2:30][CH2:29][NH:28][C:27]1=[O:32].C(=O)([O-])[O-].[K+].[K+].CNCCNC. The catalyst is [Cu]I. The product is [CH3:25][O:24][C:3]1[C:2]([N:26]2[CH2:31][CH2:30][CH2:29][NH:28][C:27]2=[O:32])=[N:7][C:6]([N:8]2[C:16]3[CH:15]=[C:14]([C:17]4[CH:22]=[N:21][CH:20]=[C:19]([CH3:23])[N:18]=4)[N:13]=[CH:12][C:11]=3[CH:10]=[N:9]2)=[CH:5][CH:4]=1. The yield is 0.140. (7) The reactants are [NH2:1][C:2]1[C:7]([C:8]#[N:9])=[C:6]([CH3:10])[C:5]([C:11]2[CH:16]=[CH:15][CH:14]=[CH:13][CH:12]=2)=[C:4]([F:17])[C:3]=1[O:18][C:19]([CH:21]1[CH2:25][CH2:24][CH2:23][CH2:22]1)=O.C1(C)C=CC(S([O-])(=O)=O)=CC=1.[NH+]1C=CC=CC=1. The catalyst is C1(C)C(C)=CC=CC=1. The product is [CH:21]1([C:19]2[O:18][C:3]3[C:2](=[C:7]([C:8]#[N:9])[C:6]([CH3:10])=[C:5]([C:11]4[CH:16]=[CH:15][CH:14]=[CH:13][CH:12]=4)[C:4]=3[F:17])[N:1]=2)[CH2:25][CH2:24][CH2:23][CH2:22]1. The yield is 0.590.